From a dataset of Reaction yield outcomes from USPTO patents with 853,638 reactions. Predict the reaction yield, written as a fraction of the theoretical maximum amount of product (1.0 means a 100% yield; for example, 0.34 means a 34% yield). (1) The reactants are [CH3:1][O:2][CH2:3][CH2:4][NH:5][C:6]1[N:7]([CH3:40])[C:8](=[O:39])[C:9]2[C:14]([C:15]3[CH:20]=[CH:19][CH:18]=[CH:17][CH:16]=3)=[C:13]([C:21]3[CH:26]=[CH:25][C:24]([C:27]4([NH:31]C(=O)OC(C)(C)C)[CH2:30][CH2:29][CH2:28]4)=[CH:23][CH:22]=3)[O:12][C:10]=2[N:11]=1.C(O)(C(F)(F)F)=O. The catalyst is C(Cl)Cl. The product is [NH2:31][C:27]1([C:24]2[CH:25]=[CH:26][C:21]([C:13]3[O:12][C:10]4[N:11]=[C:6]([NH:5][CH2:4][CH2:3][O:2][CH3:1])[N:7]([CH3:40])[C:8](=[O:39])[C:9]=4[C:14]=3[C:15]3[CH:16]=[CH:17][CH:18]=[CH:19][CH:20]=3)=[CH:22][CH:23]=2)[CH2:28][CH2:29][CH2:30]1. The yield is 0.530. (2) The reactants are [OH:1][C:2]1[CH:10]=[CH:9][C:8]([C:11]2[N:12]([C:27]([O:29][C:30]([CH3:33])([CH3:32])[CH3:31])=[O:28])[C:13]3[C:18]([CH:19]=2)=[CH:17][C:16]([CH2:20][N:21]2[CH2:26][CH2:25][CH2:24][CH2:23][CH2:22]2)=[CH:15][CH:14]=3)=[C:7]2[C:3]=1[CH2:4][NH:5][C:6]2=[O:34].C(N(CC)CC)C.[Cl:42][C:43]1[CH:44]=[C:45]([S:50](Cl)(=[O:52])=[O:51])[CH:46]=[CH:47][C:48]=1[Cl:49]. The catalyst is C(#N)C. The product is [Cl:42][C:43]1[CH:44]=[C:45]([S:50]([O:1][C:2]2[CH:10]=[CH:9][C:8]([C:11]3[N:12]([C:27]([O:29][C:30]([CH3:31])([CH3:33])[CH3:32])=[O:28])[C:13]4[C:18]([CH:19]=3)=[CH:17][C:16]([CH2:20][N:21]3[CH2:26][CH2:25][CH2:24][CH2:23][CH2:22]3)=[CH:15][CH:14]=4)=[C:7]3[C:3]=2[CH2:4][NH:5][C:6]3=[O:34])(=[O:51])=[O:52])[CH:46]=[CH:47][C:48]=1[Cl:49]. The yield is 0.280. (3) The reactants are [F:1][C:2]1[C:3]([N:17]=[CH:18][N:19]([CH3:21])[CH3:20])=[N:4][C:5]([O:8][CH2:9][C:10]2[CH:15]=[CH:14][C:13]([F:16])=[CH:12][CH:11]=2)=[N:6][CH:7]=1.N1CC[CH2:24][CH2:23]1.C12(CS(O)(=O)=O)C(C)(C)C(CC1)CC2=O. The catalyst is C1(C)C=CC=CC=1. The product is [F:1][C:2]1[C:3]([N:17]=[CH:18][N:19]2[CH2:21][CH2:24][CH2:23][CH2:20]2)=[N:4][C:5]([O:8][CH2:9][C:10]2[CH:11]=[CH:12][C:13]([F:16])=[CH:14][CH:15]=2)=[N:6][CH:7]=1. The yield is 0.530. (4) The reactants are [Cl:1][CH2:2][S:3]([NH:6][C:7]1[CH:12]=[CH:11][C:10]([F:13])=[C:9]([N+:14]([O-])=O)[CH:8]=1)(=[O:5])=[O:4].C(OCC)(=O)C. The catalyst is C(O)(=O)C.[Fe]. The product is [NH2:14][C:9]1[CH:8]=[C:7]([NH:6][S:3]([CH2:2][Cl:1])(=[O:4])=[O:5])[CH:12]=[CH:11][C:10]=1[F:13]. The yield is 0.940. (5) The reactants are C(OC([N:8]1[CH2:13][CH2:12][CH:11]([CH2:14][O:15][C:16]2[CH:25]=[C:24]3[C:19]([C:20]([O:26][C:27]4[C:28]([F:37])=[C:29]5[C:33](=[CH:34][CH:35]=4)[NH:32][C:31]([CH3:36])=[CH:30]5)=[CH:21][N:22]=[N:23]3)=[CH:18][C:17]=2[O:38][CH3:39])[CH2:10][CH2:9]1)=O)(C)(C)C.C(O)(C(F)(F)F)=O. The catalyst is C(Cl)Cl. The product is [F:37][C:28]1[C:27]([O:26][C:20]2[C:19]3[C:24](=[CH:25][C:16]([O:15][CH2:14][CH:11]4[CH2:12][CH2:13][NH:8][CH2:9][CH2:10]4)=[C:17]([O:38][CH3:39])[CH:18]=3)[N:23]=[N:22][CH:21]=2)=[CH:35][CH:34]=[C:33]2[C:29]=1[CH:30]=[C:31]([CH3:36])[NH:32]2. The yield is 0.620. (6) The reactants are [CH2:1]([N:8]1[CH2:12][CH2:11][N:10]([C:13]2[S:14][C:15]([C:19]([OH:21])=O)=[C:16]([CH3:18])[N:17]=2)[C:9]1=[O:22])[C:2]1[CH:7]=[CH:6][CH:5]=CC=1.CC1N=C(N2CCN(CCCCC)C2=O)SC=1C(O)=O.[NH2:43][CH2:44][C:45]1[CH:46]=[N:47][CH:48]=[CH:49][CH:50]=1. No catalyst specified. The product is [CH3:18][C:16]1[N:17]=[C:13]([N:10]2[CH2:11][CH2:12][N:8]([CH2:1][CH2:2][CH2:7][CH2:6][CH3:5])[C:9]2=[O:22])[S:14][C:15]=1[C:19]([NH:43][CH2:44][C:45]1[CH:46]=[N:47][CH:48]=[CH:49][CH:50]=1)=[O:21]. The yield is 0.400. (7) The reactants are C([O:3][C:4](=O)[C:5]1[CH:10]=[C:9]([O:11][CH2:12][CH3:13])[C:8]([N:14]2[CH:18]=[CH:17][CH:16]=[CH:15]2)=[C:7]([O:19][CH2:20][CH3:21])[CH:6]=1)C.[H-].C([Al+]CC(C)C)C(C)C. The catalyst is C1(C)C=CC=CC=1. The product is [CH2:20]([O:19][C:7]1[CH:6]=[C:5]([CH2:4][OH:3])[CH:10]=[C:9]([O:11][CH2:12][CH3:13])[C:8]=1[N:14]1[CH:15]=[CH:16][CH:17]=[CH:18]1)[CH3:21]. The yield is 1.00. (8) The reactants are Br[CH2:2][C:3]([O:5][CH2:6][CH3:7])=[O:4].[NH:8]1[CH2:13][CH2:12][CH2:11][CH2:10][CH2:9]1.C(N(CC)CC)C. The catalyst is C(Cl)(Cl)Cl. The product is [N:8]1([CH2:2][C:3]([O:5][CH2:6][CH3:7])=[O:4])[CH2:13][CH2:12][CH2:11][CH2:10][CH2:9]1. The yield is 0.640. (9) The reactants are [F:1][C:2]1[CH:10]=[C:9]2[C:5]([C:6]([C:20]3[CH:21]=[N:22][N:23]([CH2:25][CH:26]4[CH2:31][CH2:30][N:29](C(OC(C)(C)C)=O)[CH2:28][CH2:27]4)[CH:24]=3)=[CH:7][N:8]2[S:11]([C:14]2[CH:19]=[CH:18][CH:17]=[CH:16][CH:15]=2)(=[O:13])=[O:12])=[CH:4][CH:3]=1.Cl. The catalyst is C1COCC1. The product is [F:1][C:2]1[CH:10]=[C:9]2[C:5]([C:6]([C:20]3[CH:21]=[N:22][N:23]([CH2:25][CH:26]4[CH2:31][CH2:30][NH:29][CH2:28][CH2:27]4)[CH:24]=3)=[CH:7][N:8]2[S:11]([C:14]2[CH:15]=[CH:16][CH:17]=[CH:18][CH:19]=2)(=[O:12])=[O:13])=[CH:4][CH:3]=1. The yield is 0.830.